Dataset: Catalyst prediction with 721,799 reactions and 888 catalyst types from USPTO. Task: Predict which catalyst facilitates the given reaction. (1) Reactant: Cl.[CH3:2][C:3]1[CH:8]=[C:7]([C:9]([N:11]2[C:17]3[CH:18]=[CH:19][CH:20]=[CH:21][C:16]=3[CH2:15][N:14]3[C:22]([C:25]([N:27]4[CH2:32][CH2:31][NH:30][CH2:29][CH2:28]4)=[O:26])=[CH:23][CH:24]=[C:13]3[CH2:12]2)=[O:10])[CH:6]=[CH:5][C:4]=1[C:33]1[CH:38]=[CH:37][CH:36]=[CH:35][C:34]=1[C:39]([F:42])([F:41])[F:40].C(N(CC)C(C)C)(C)C.[CH2:52]1[O:54][C@H:53]1[CH2:55][OH:56]. Product: [CH3:2][C:3]1[CH:8]=[C:7]([C:9]([N:11]2[C:17]3[CH:18]=[CH:19][CH:20]=[CH:21][C:16]=3[CH2:15][N:14]3[C:22]([C:25]([N:27]4[CH2:28][CH2:29][N:30]([CH2:52][C@@H:53]([OH:54])[CH2:55][OH:56])[CH2:31][CH2:32]4)=[O:26])=[CH:23][CH:24]=[C:13]3[CH2:12]2)=[O:10])[CH:6]=[CH:5][C:4]=1[C:33]1[CH:38]=[CH:37][CH:36]=[CH:35][C:34]=1[C:39]([F:40])([F:42])[F:41]. The catalyst class is: 5. (2) Reactant: I[C:2]1[C:7]([O:8][C:9]2[C:18]3[C:13](=[CH:14][C:15]([O:21][CH3:22])=[C:16]([O:19][CH3:20])[CH:17]=3)[N:12]=[CH:11][CH:10]=2)=[CH:6][CH:5]=[C:4]([CH3:23])[N:3]=1.[C:24]1(B(O)O)[CH:29]=[CH:28][CH:27]=[CH:26][CH:25]=1.C(=O)([O-])O.[Na+]. Product: [CH3:20][O:19][C:16]1[CH:17]=[C:18]2[C:13](=[CH:14][C:15]=1[O:21][CH3:22])[N:12]=[CH:11][CH:10]=[C:9]2[O:8][C:7]1[C:2]([C:24]2[CH:29]=[CH:28][CH:27]=[CH:26][CH:25]=2)=[N:3][C:4]([CH3:23])=[CH:5][CH:6]=1. The catalyst class is: 11.